Dataset: Full USPTO retrosynthesis dataset with 1.9M reactions from patents (1976-2016). Task: Predict the reactants needed to synthesize the given product. Given the product [C:15]([O:19][C:20](=[O:47])[NH:21][C@H:22]([C@@H:56]1[CH:52]=[CH:53][C:48](=[O:51])[O:50]1)[CH2:23][C:24]1[CH:25]=[CH:26][CH:27]=[C:28]([O:14][CH2:10][C:11]2[CH:12]=[CH:13][CH:3]=[CH:1][CH:2]=2)[CH:29]=1)([CH3:16])([CH3:17])[CH3:18], predict the reactants needed to synthesize it. The reactants are: [CH:1]([N-]C(C)C)([CH3:3])[CH3:2].[Li+].O1[CH2:13][CH:12]=[CH:11][C:10]1=[O:14].[C:15]([O:19][C:20](=[O:47])[NH:21][CH:22](S(C1C=CC=CC=1)(=O)=O)[CH2:23][C:24]1[CH:29]=[CH:28][C:27](OCC2C=CC=CC=2)=[CH:26][CH:25]=1)([CH3:18])([CH3:17])[CH3:16].[C:48](=[O:51])([OH:50])[O-].[CH2:52]1[CH2:56]OC[CH2:53]1.